Dataset: hERG Central: cardiac toxicity at 1µM, 10µM, and general inhibition. Task: Predict hERG channel inhibition at various concentrations. The drug is CCCCCc1ccc(OCCC[n+]2ccccc2)c(CCCCC)c1.[Cl-]. Results: hERG_inhib (hERG inhibition (general)): blocker.